Task: Predict the reaction yield, written as a fraction of the theoretical maximum amount of product (1.0 means a 100% yield; for example, 0.34 means a 34% yield).. Dataset: Reaction yield outcomes from USPTO patents with 853,638 reactions (1) The reactants are [CH3:1][C:2]([CH3:14])([C:10]([CH3:13])=[CH:11][CH3:12])[CH2:3][CH2:4]/[CH:5]=[CH:6]/[C:7]([OH:9])=O.ClC(OCC)=O.[CH2:21]([N:23](CC)CC)[CH3:22].C(N)C.[Cl-].[Na+]. The catalyst is C1COCC1. The product is [CH2:21]([NH:23][C:7](=[O:9])/[CH:6]=[CH:5]/[CH2:4][CH2:3][C:2]([CH3:1])([CH3:14])[C:10]([CH3:13])=[CH:11][CH3:12])[CH3:22]. The yield is 0.220. (2) The reactants are [C:1]([O:5][C@@H:6]([C:12]1[C:13]([CH3:34])=[N:14][C:15]([CH3:33])=[C:16]([C:26]2[CH:31]=[CH:30][C:29](O)=[CH:28][CH:27]=2)[C:17]=1[N:18]1[CH2:23][CH2:22][C:21]([CH3:25])([CH3:24])[CH2:20][CH2:19]1)[C:7]([O:9]CC)=[O:8])([CH3:4])([CH3:3])[CH3:2].[F:35][C:36]1[CH:41]=[CH:40][C:39]([F:42])=[CH:38][C:37]=1[CH2:43][CH2:44][OH:45].C1C=CC(P(C2C=CC=CC=2)C2C=CC=CC=2)=CC=1.CCOC(/N=N/C(OCC)=O)=O.[OH-].[Na+]. The catalyst is C1COCC1.CO. The product is [C:1]([O:5][C@@H:6]([C:12]1[C:13]([CH3:34])=[N:14][C:15]([CH3:33])=[C:16]([C:26]2[CH:27]=[CH:28][C:29]([O:45][CH2:44][CH2:43][C:37]3[CH:38]=[C:39]([F:42])[CH:40]=[CH:41][C:36]=3[F:35])=[CH:30][CH:31]=2)[C:17]=1[N:18]1[CH2:19][CH2:20][C:21]([CH3:25])([CH3:24])[CH2:22][CH2:23]1)[C:7]([OH:9])=[O:8])([CH3:4])([CH3:2])[CH3:3]. The yield is 0.129. (3) The reactants are [Cl:1][C:2]1[CH:3]=[CH:4][C:5]([NH2:8])=[N:6][CH:7]=1.ClC1C=C(Cl)C=C(Cl)C=1[C:18](C1C(Cl)=CC(Cl)=CC=1Cl)([C:22]([O-])=[O:23])[C:19]([O-])=[O:20]. The catalyst is C1COCC1. The product is [Cl:1][C:2]1[CH:3]=[CH:4][C:5]2[N:6]([CH:7]=1)[C:19](=[O:20])[CH:18]=[C:22]([OH:23])[N:8]=2. The yield is 0.970. (4) The reactants are CC[N:3]([CH:7]([CH3:9])C)[CH:4]([CH3:6])C.Cl[C:11]1[N:16]=[C:15]([Cl:17])[C:14]([C:18]([F:21])([F:20])[F:19])=[CH:13][N:12]=1.C[N:23]([CH:25]=O)C. No catalyst specified. The product is [Cl:17][C:15]1[C:14]([C:18]([F:21])([F:20])[F:19])=[CH:13][N:12]=[C:11]([NH:23][CH2:25][C:9]2[CH:7]=[N:3][CH:4]=[CH:6][C:14]=2[C:18]([F:21])([F:20])[F:19])[N:16]=1. The yield is 0.172. (5) The reactants are [OH:1][C@@H:2]([C:9]1[CH:14]=[CH:13][C:12]([N+:15]([O-:17])=[O:16])=[CH:11][CH:10]=1)[CH2:3][NH:4][CH2:5][CH2:6][CH2:7][OH:8].[C:18](O[C:18]([O:20][C:21]([CH3:24])([CH3:23])[CH3:22])=[O:19])([O:20][C:21]([CH3:24])([CH3:23])[CH3:22])=[O:19]. The catalyst is ClCCl. The product is [OH:1][C@@H:2]([C:9]1[CH:10]=[CH:11][C:12]([N+:15]([O-:17])=[O:16])=[CH:13][CH:14]=1)[CH2:3][N:4]([CH2:5][CH2:6][CH2:7][OH:8])[C:18](=[O:19])[O:20][C:21]([CH3:24])([CH3:23])[CH3:22]. The yield is 0.620. (6) The reactants are COC1C=CC=C[C:4]=1[OH:9].BrC1C([N+]([O-])=O)=CC=CN=1.[CH3:20][O:21][C:22]1[CH:35]=[CH:34][CH:33]=[CH:32][C:23]=1[O:24][C:25]1[C:30]([NH2:31])=[CH:29][CH:28]=[CH:27][N:26]=1.[NH2:36][C:37]1[S:38][CH:39]=[CH:40][N:41]=1. No catalyst specified. The product is [CH3:20][O:21][C:22]1[CH:35]=[CH:34][CH:33]=[CH:32][C:23]=1[O:24][C:25]1[C:30]([NH:31][C:4]([NH:36][C:37]2[S:38][CH:39]=[CH:40][N:41]=2)=[O:9])=[CH:29][CH:28]=[CH:27][N:26]=1. The yield is 0.740. (7) The product is [NH:32]1[C:27]2[CH:28]=[CH:29][CH:30]=[CH:31][C:26]=2[N:33]=[C:23]1[CH2:22][CH:17]1[CH2:18][CH2:19][CH2:20][CH2:21][N:16]1[C:14]([C:9]1[N:10]=[C:11]([CH3:13])[S:12][C:8]=1[C:5]1[CH:6]=[CH:7][C:2]([F:1])=[CH:3][CH:4]=1)=[O:15]. The yield is 0.520. The reactants are [F:1][C:2]1[CH:7]=[CH:6][C:5]([C:8]2[S:12][C:11]([CH3:13])=[N:10][C:9]=2[C:14]([N:16]2[CH2:21][CH2:20][CH2:19][CH2:18][CH:17]2[CH2:22][C:23](O)=O)=[O:15])=[CH:4][CH:3]=1.[C:26]1([NH2:33])[C:27]([NH2:32])=[CH:28][CH:29]=[CH:30][CH:31]=1.C([O-])([O-])=O.[K+].[K+]. No catalyst specified. (8) The reactants are [CH2:1]([C:3]1[CH:4]=[C:5]2[C:10](=C[C:12]=1[OH:13])[O:9][CH:8]([C:14]([F:17])([F:16])[F:15])[C:7]([C:18]([OH:20])=[O:19])=[CH:6]2)[CH3:2].S(Cl)([Cl:24])(=O)=O.Cl[CH2:27][Cl:28]. The catalyst is C(OCC)(=O)C. The product is [Cl:24][C:4]1[C:3]([CH2:1][CH3:2])=[C:12]([OH:13])[C:27]([Cl:28])=[C:10]2[C:5]=1[CH:6]=[C:7]([C:18]([OH:20])=[O:19])[CH:8]([C:14]([F:17])([F:16])[F:15])[O:9]2. The yield is 0.215. (9) The reactants are C([O:3][C:4](=O)[C@H:5]([O:7][C:8]1[CH:31]=[CH:30][C:11]2[C:12]3[N:16]([CH2:17][CH2:18][O:19][C:10]=2[CH:9]=1)[CH:15]=[C:14]([C:20]1[N:21]([CH2:25][C:26]([F:29])([F:28])[F:27])[N:22]=[CH:23][N:24]=1)[N:13]=3)[CH3:6])C.O.[OH-].[Li+].Cl.C[N:38](C(ON1N=NC2C=CC=NC1=2)=[N+](C)C)C.F[P-](F)(F)(F)(F)F.[Cl-].[NH4+].C(N(CC)CC)C. The catalyst is CO.O. The product is [F:27][C:26]([F:29])([F:28])[CH2:25][N:21]1[C:20]([C:14]2[N:13]=[C:12]3[C:11]4[CH:30]=[CH:31][C:8]([O:7][C@H:5]([CH3:6])[C:4]([NH2:38])=[O:3])=[CH:9][C:10]=4[O:19][CH2:18][CH2:17][N:16]3[CH:15]=2)=[N:24][CH:23]=[N:22]1. The yield is 0.400.